Dataset: Forward reaction prediction with 1.9M reactions from USPTO patents (1976-2016). Task: Predict the product of the given reaction. (1) Given the reactants [Br:1][C:2]1[C:3]([CH3:18])=[N:4][N:5]([CH2:14][CH2:15][CH:16]=[O:17])[C:6]=1[C:7]1[CH:12]=[CH:11][C:10]([F:13])=[CH:9][CH:8]=1.[CH3:19][Mg]Br.Cl.N, predict the reaction product. The product is: [Br:1][C:2]1[C:3]([CH3:18])=[N:4][N:5]([CH2:14][CH2:15][CH:16]([OH:17])[CH3:19])[C:6]=1[C:7]1[CH:8]=[CH:9][C:10]([F:13])=[CH:11][CH:12]=1. (2) The product is: [CH3:1][O:2][C:3]1[CH:11]=[CH:10][C:9]([F:12])=[CH:8][C:4]=1[C:5]([N:39]1[CH2:40][CH2:41][C:37]([CH2:36][CH2:35][N:31]2[CH2:32][CH2:33][CH2:34][N:28]([C:20]3[N:19]([CH2:18][CH2:17][O:16][CH2:14][CH3:15])[C:23]4[CH:24]=[CH:25][CH:26]=[CH:27][C:22]=4[N:21]=3)[CH2:29][CH2:30]2)([C:42]2[CH:47]=[CH:46][CH:45]=[CH:44][CH:43]=2)[CH2:38]1)=[O:7]. Given the reactants [CH3:1][O:2][C:3]1[CH:11]=[CH:10][C:9]([F:12])=[CH:8][C:4]=1[C:5]([OH:7])=O.Cl.[CH2:14]([O:16][CH2:17][CH2:18][N:19]1[C:23]2[CH:24]=[CH:25][CH:26]=[CH:27][C:22]=2[N:21]=[C:20]1[N:28]1[CH2:34][CH2:33][CH2:32][N:31]([CH2:35][CH2:36][C:37]2([C:42]3[CH:47]=[CH:46][CH:45]=[CH:44][CH:43]=3)[CH2:41][CH2:40][NH:39][CH2:38]2)[CH2:30][CH2:29]1)[CH3:15], predict the reaction product. (3) Given the reactants O.[OH-].[Li+].[CH3:4][N:5]([CH3:22])[S:6]([C:9]1[CH:14]=[C:13]([N+:15]([O-:17])=[O:16])[CH:12]=[CH:11][C:10]=1[C:18]([O:20]C)=[O:19])(=[O:8])=[O:7].Cl, predict the reaction product. The product is: [CH3:4][N:5]([CH3:22])[S:6]([C:9]1[CH:14]=[C:13]([N+:15]([O-:17])=[O:16])[CH:12]=[CH:11][C:10]=1[C:18]([OH:20])=[O:19])(=[O:8])=[O:7]. (4) Given the reactants [OH:1][C:2]1[CH:9]=[CH:8][C:5]([CH:6]=[O:7])=[CH:4][C:3]=1[CH3:10].C([O-])([O-])=O.[K+].[K+].[C:17]([O:20][CH2:21][CH2:22]Br)(=[O:19])[CH3:18], predict the reaction product. The product is: [C:17]([O:20][CH2:21][CH2:22][O:1][C:2]1[CH:9]=[CH:8][C:5]([CH:6]=[O:7])=[CH:4][C:3]=1[CH3:10])(=[O:19])[CH3:18]. (5) Given the reactants Cl.[NH2:2][C@H:3]1[C:11]2[C:6](=[CH:7][C:8]([C:12]([O:14][CH3:15])=[O:13])=[CH:9][CH:10]=2)[CH2:5][CH2:4]1.CCN(C(C)C)C(C)C.[Cl:25][C:26]1[CH:34]=[CH:33][CH:32]=[CH:31][C:27]=1[C:28](Cl)=[O:29], predict the reaction product. The product is: [Cl:25][C:26]1[CH:34]=[CH:33][CH:32]=[CH:31][C:27]=1[C:28]([NH:2][C@H:3]1[C:11]2[C:6](=[CH:7][C:8]([C:12]([O:14][CH3:15])=[O:13])=[CH:9][CH:10]=2)[CH2:5][CH2:4]1)=[O:29]. (6) Given the reactants Cl.[Cl:2][C:3]1[C:8]([C:9](Cl)=[O:10])=[CH:7][N:6]=[CH:5][CH:4]=1.[CH3:12][NH2:13], predict the reaction product. The product is: [Cl:2][C:3]1[CH:4]=[CH:5][N:6]=[CH:7][C:8]=1[C:9]([NH:13][CH3:12])=[O:10].